This data is from Catalyst prediction with 721,799 reactions and 888 catalyst types from USPTO. The task is: Predict which catalyst facilitates the given reaction. Reactant: [CH3:1][O:2][C:3]1[CH:8]=[CH:7][C:6]([S:9](Cl)(=[O:11])=[O:10])=[CH:5][CH:4]=1.[CH3:13][O:14][C:15]1[CH:21]=[CH:20][CH:19]=[CH:18][C:16]=1[NH2:17].C(N(CC)CC)C. Product: [CH3:13][O:14][C:15]1[CH:21]=[CH:20][CH:19]=[CH:18][C:16]=1[NH:17][S:9]([C:6]1[CH:7]=[CH:8][C:3]([O:2][CH3:1])=[CH:4][CH:5]=1)(=[O:11])=[O:10]. The catalyst class is: 4.